From a dataset of Reaction yield outcomes from USPTO patents with 853,638 reactions. Predict the reaction yield, written as a fraction of the theoretical maximum amount of product (1.0 means a 100% yield; for example, 0.34 means a 34% yield). The reactants are [Cl-].Cl[CH2:3][CH2:4][NH+:5]([CH2:15][CH2:16]Cl)[CH2:6][CH2:7][CH2:8][C:9]1[CH:14]=[CH:13][CH:12]=[CH:11][CH:10]=1.C(=O)([O-])[O-].[K+].[K+].[I-].[Na+].Cl.[CH2:27]([O:34][C:35]1[CH:40]=[CH:39][C:38]([CH2:41][CH2:42][NH2:43])=[CH:37][C:36]=1[O:44][CH3:45])[C:28]1[CH:33]=[CH:32][CH:31]=[CH:30][CH:29]=1. The catalyst is CN(C)C=O.C(OCC)(=O)C.O. The product is [CH2:27]([O:34][C:35]1[CH:40]=[CH:39][C:38]([CH2:41][CH2:42][N:43]2[CH2:16][CH2:15][N:5]([CH2:6][CH2:7][CH2:8][C:9]3[CH:14]=[CH:13][CH:12]=[CH:11][CH:10]=3)[CH2:4][CH2:3]2)=[CH:37][C:36]=1[O:44][CH3:45])[C:28]1[CH:33]=[CH:32][CH:31]=[CH:30][CH:29]=1. The yield is 0.830.